This data is from Retrosynthesis with 50K atom-mapped reactions and 10 reaction types from USPTO. The task is: Predict the reactants needed to synthesize the given product. Given the product CCCCCC(C)Oc1ccc(Br)cc1, predict the reactants needed to synthesize it. The reactants are: CCCCCC(C)Br.Oc1ccc(Br)cc1.